This data is from Full USPTO retrosynthesis dataset with 1.9M reactions from patents (1976-2016). The task is: Predict the reactants needed to synthesize the given product. Given the product [CH3:29][N:30]([CH3:31])[C:25]([CH2:24][CH:7]1[C:6]2[S:5][C:4]([C:1]([NH2:2])=[O:3])=[N:13][C:12]=2[C:11]2[CH:14]=[C:15]([C:18]#[C:19][C:20]([OH:23])([CH3:21])[CH3:22])[CH:16]=[CH:17][C:10]=2[O:9][CH2:8]1)=[O:27], predict the reactants needed to synthesize it. The reactants are: [C:1]([C:4]1[S:5][C:6]2[CH:7]([CH2:24][C:25]([OH:27])=O)[CH2:8][O:9][C:10]3[CH:17]=[CH:16][C:15]([C:18]#[C:19][C:20]([OH:23])([CH3:22])[CH3:21])=[CH:14][C:11]=3[C:12]=2[N:13]=1)(=[O:3])[NH2:2].Cl.[CH3:29][NH:30][CH3:31].C1C=CC2N(O)N=NC=2C=1.CCN=C=NCCCN(C)C.CCN(C(C)C)C(C)C.